Dataset: Forward reaction prediction with 1.9M reactions from USPTO patents (1976-2016). Task: Predict the product of the given reaction. (1) Given the reactants [Cl:1][C:2]1[CH:7]=[C:6]([OH:8])[CH:5]=[CH:4][C:3]=1[CH:9]([CH3:28])[C:10]([C:16]1[CH:17]=[CH:18][C:19]2[O:24][CH2:23][C:22](=[O:25])[N:21]([CH3:26])[C:20]=2[CH:27]=1)([OH:15])[C:11]([F:14])([F:13])[F:12].[CH3:29][O:30][C:31]([C:33]1[CH:38]=[CH:37][C:36](B(O)O)=[CH:35][CH:34]=1)=[O:32], predict the reaction product. The product is: [CH3:29][O:30][C:31](=[O:32])[C:33]1[CH:38]=[CH:37][C:36]([O:8][C:6]2[CH:5]=[CH:4][C:3]([CH:9]([CH3:28])[C:10]([OH:15])([C:16]3[CH:17]=[CH:18][C:19]4[O:24][CH2:23][C:22](=[O:25])[N:21]([CH3:26])[C:20]=4[CH:27]=3)[C:11]([F:12])([F:13])[F:14])=[C:2]([Cl:1])[CH:7]=2)=[CH:35][CH:34]=1. (2) Given the reactants [CH3:1][O:2][C:3]1[CH:8]=[CH:7][CH:6]=[C:5]([O:9][CH3:10])[C:4]=1[CH:11]1[NH:15][C:14](=[O:16])[CH2:13][CH2:12]1.Br[CH2:18][C:19]1[CH:24]=[CH:23][C:22]([F:25])=[CH:21][CH:20]=1, predict the reaction product. The product is: [CH3:1][O:2][C:3]1[CH:8]=[CH:7][CH:6]=[C:5]([O:9][CH3:10])[C:4]=1[CH:11]1[N:15]([CH2:18][C:19]2[CH:24]=[CH:23][C:22]([F:25])=[CH:21][CH:20]=2)[C:14](=[O:16])[CH2:13][CH2:12]1. (3) Given the reactants [C:1]([O:5][C:6](=[O:13])[N:7]([CH2:9][CH2:10][CH2:11][Cl:12])[CH3:8])([CH3:4])([CH3:3])[CH3:2].CCN(C(C)C)C(C)C.[N:23]12[CH2:30][CH2:29][CH:26]([CH2:27][CH2:28]1)[C@@H:25]([O:31][C:32](=[O:47])[C:33]([OH:46])([C:40]1[CH:45]=[CH:44][CH:43]=[CH:42][CH:41]=1)[C:34]1[CH:39]=[CH:38][CH:37]=[CH:36][CH:35]=1)[CH2:24]2.C([O-])([O-])=O.[K+].[K+].[I-].[Na+], predict the reaction product. The product is: [Cl-:12].[C:1]([O:5][C:6]([N:7]([CH3:8])[CH2:9][CH2:10][CH2:11][N+:23]12[CH2:28][CH2:27][CH:26]([CH2:29][CH2:30]1)[C@@H:25]([O:31][C:32](=[O:47])[C:33]([OH:46])([C:34]1[CH:39]=[CH:38][CH:37]=[CH:36][CH:35]=1)[C:40]1[CH:45]=[CH:44][CH:43]=[CH:42][CH:41]=1)[CH2:24]2)=[O:13])([CH3:4])([CH3:3])[CH3:2].